This data is from Reaction yield outcomes from USPTO patents with 853,638 reactions. The task is: Predict the reaction yield, written as a fraction of the theoretical maximum amount of product (1.0 means a 100% yield; for example, 0.34 means a 34% yield). (1) The reactants are [Br:1][C:2]1[C:11]2[C:6](=[CH:7][CH:8]=[C:9]([O:12][CH3:13])[CH:10]=2)[N:5]=[CH:4][C:3]=1C(O)=O.C([N:19]([CH2:22]C)CC)C.[C:24]([OH:28])([CH3:27])([CH3:26])[CH3:25].C1(P(N=[N+]=[N-])(C2C=CC=CC=2)=[O:36])C=CC=CC=1. The catalyst is CN(C=O)C. The product is [C:24]([O:28][C:22](=[O:36])[NH:19][C:3]1[CH:4]=[N:5][C:6]2[C:11]([C:2]=1[Br:1])=[CH:10][C:9]([O:12][CH3:13])=[CH:8][CH:7]=2)([CH3:27])([CH3:26])[CH3:25]. The yield is 0.530. (2) The reactants are [Br:1][C:2]1[CH:7]=[CH:6][C:5]([CH:8]2[CH2:16][C:15](=O)[CH2:14][CH:13]3[N:9]2[CH2:10][CH2:11][CH2:12]3)=[CH:4][CH:3]=1.NN.[OH-].[K+]. No catalyst specified. The product is [Br:1][C:2]1[CH:3]=[CH:4][C:5]([CH:8]2[CH2:16][CH2:15][CH2:14][CH:13]3[N:9]2[CH2:10][CH2:11][CH2:12]3)=[CH:6][CH:7]=1. The yield is 0.790. (3) The reactants are [NH2:1][C:2]1[CH:3]=[C:4]([CH2:8][N:9]2[CH2:14][CH2:13][N:12]([C:15]3[C:20]([C:21]([O:23][CH:24]([CH3:26])[CH3:25])=[O:22])=[CH:19][CH:18]=[CH:17][N:16]=3)[CH2:11][CH2:10]2)[CH:5]=[CH:6][CH:7]=1.[C:27](O)(=[O:34])[C:28]1[CH:33]=[CH:32][CH:31]=[CH:30][CH:29]=1.CCN=C=NCCCN(C)C.C1C=CC2N(O)N=NC=2C=1. The catalyst is C1COCC1.C(OCC)(=O)C. The product is [C:28]1([C:27]([NH:1][C:2]2[CH:3]=[C:4]([CH2:8][N:9]3[CH2:14][CH2:13][N:12]([C:15]4[C:20]([C:21]([O:23][CH:24]([CH3:26])[CH3:25])=[O:22])=[CH:19][CH:18]=[CH:17][N:16]=4)[CH2:11][CH2:10]3)[CH:5]=[CH:6][CH:7]=2)=[O:34])[CH:33]=[CH:32][CH:31]=[CH:30][CH:29]=1. The yield is 0.920.